From a dataset of Reaction yield outcomes from USPTO patents with 853,638 reactions. Predict the reaction yield, written as a fraction of the theoretical maximum amount of product (1.0 means a 100% yield; for example, 0.34 means a 34% yield). (1) The reactants are [NH2:1][C:2]1[CH:3]=[C:4]([OH:11])[C:5](=[CH:9][CH:10]=1)[C:6]([OH:8])=[O:7].C(=O)([O-])[O-].[Cs+].[Cs+].[CH2:18]([CH2:36]S([O-])(=O)=O)[CH2:19][CH2:20][CH2:21][CH2:22][CH2:23][CH2:24][CH2:25]/[CH:26]=[CH:27]/[CH2:28][CH2:29][CH2:30][CH2:31][CH2:32][CH2:33][CH2:34]C. The catalyst is CN(C=O)C. The product is [CH2:36]([O:7][C:6](=[O:8])[C:5]1[C:4](=[CH:3][C:2]([NH2:1])=[CH:10][CH:9]=1)[OH:11])[CH2:18][CH2:19][CH2:20][CH2:21][CH2:22][CH2:23][CH2:24]/[CH:25]=[CH:26]/[CH2:27][CH2:28][CH2:29][CH2:30][CH2:31][CH2:32][CH2:33][CH3:34]. The yield is 0.510. (2) The product is [CH2:27]([O:26][C:24](=[O:25])[CH2:23][CH2:22][CH2:21][S:9][C:7]1[NH:8][C:4]2[CH:3]=[C:2]([F:1])[C:11]([F:12])=[CH:10][C:5]=2[N:6]=1)[CH3:28]. The reactants are [F:1][C:2]1[C:11]([F:12])=[CH:10][C:5]2[N:6]=[C:7]([SH:9])[NH:8][C:4]=2[CH:3]=1.C(N(CC)CC)C.Br[CH2:21][CH2:22][CH2:23][C:24]([O:26][CH2:27][CH3:28])=[O:25].O. The catalyst is CN(C)C=O. The yield is 0.750. (3) The reactants are [F:1][C:2]1[CH:7]=[CH:6][C:5]([C@H:8]([CH3:11])[CH2:9]O)=[CH:4][CH:3]=1.[C:12]1(=[O:22])[NH:16][C:15](=[O:17])[C:14]2=[CH:18][CH:19]=[CH:20][CH:21]=[C:13]12.C1(P(C2C=CC=CC=2)C2C=CC=CC=2)C=CC=CC=1.CCOC(/N=N/C(OCC)=O)=O. The catalyst is C1COCC1. The product is [F:1][C:2]1[CH:7]=[CH:6][C:5]([C@H:8]([CH3:11])[CH2:9][N:16]2[C:12](=[O:22])[C:13]3[C:14](=[CH:18][CH:19]=[CH:20][CH:21]=3)[C:15]2=[O:17])=[CH:4][CH:3]=1. The yield is 0.590. (4) The reactants are S(=O)(=O)(O)O.[Br:6][C:7]1[CH:21]=[C:20]([O:22][CH3:23])[CH:19]=[CH:18][C:8]=1[O:9]/[C:10](=[CH:14]\[C:15]([OH:17])=O)/[C:11]([OH:13])=[O:12].[CH2:24](O)[CH3:25]. No catalyst specified. The product is [Br:6][C:7]1[CH:21]=[C:20]([O:22][CH3:23])[CH:19]=[C:18]2[C:8]=1[O:9][C:10]([C:11]([O:13][CH2:24][CH3:25])=[O:12])=[CH:14][C:15]2=[O:17]. The yield is 0.500. (5) The reactants are [CH3:1][O:2][C:3]1[CH:8]=[CH:7][C:6]([CH:9]([C:17]2[CH:22]=[CH:21][CH:20]=[CH:19][CH:18]=2)[O:10][CH:11]2[CH2:16][CH2:15][NH:14][CH2:13][CH2:12]2)=[CH:5][CH:4]=1.Cl[CH2:24][C:25]1[CH:26]=[C:27]([CH:33]=[CH:34][N:35]=1)[C:28]([O:30][CH2:31][CH3:32])=[O:29].C(#N)C.C(N(CC)CC)C. The catalyst is O. The product is [CH3:1][O:2][C:3]1[CH:4]=[CH:5][C:6]([CH:9]([C:17]2[CH:22]=[CH:21][CH:20]=[CH:19][CH:18]=2)[O:10][CH:11]2[CH2:12][CH2:13][N:14]([CH2:24][C:25]3[CH:26]=[C:27]([CH:33]=[CH:34][N:35]=3)[C:28]([O:30][CH2:31][CH3:32])=[O:29])[CH2:15][CH2:16]2)=[CH:7][CH:8]=1. The yield is 0.670. (6) The reactants are [N+:1]([C:4]1[C:13]([N+:14]([O-])=O)=[CH:12][C:7]2[O:8][CH2:9][CH2:10][O:11][C:6]=2[CH:5]=1)([O-:3])=[O:2]. The catalyst is [Fe].C(O)(=O)C. The product is [N+:1]([C:4]1[C:13]([NH2:14])=[CH:12][C:7]2[O:8][CH2:9][CH2:10][O:11][C:6]=2[CH:5]=1)([O-:3])=[O:2]. The yield is 0.280. (7) The reactants are Cl[C:2]1[CH:3]=[C:4]([C:9]2[N:13]3[CH:14]=[CH:15][C:16]([C:19]([OH:22])([CH3:21])[CH3:20])=[C:17]([F:18])[C:12]3=[N:11][CH:10]=2)[CH:5]=[CH:6][C:7]=1[F:8].[C:23]([C:26]1[CH:27]=[C:28](B(O)O)[CH:29]=[CH:30][CH:31]=1)(=[O:25])[CH3:24]. The yield is 0.110. No catalyst specified. The product is [F:8][C:7]1[CH:6]=[CH:5][C:4]([C:9]2[N:13]3[CH:14]=[CH:15][C:16]([C:19]([OH:22])([CH3:21])[CH3:20])=[C:17]([F:18])[C:12]3=[N:11][CH:10]=2)=[CH:3][C:2]=1[C:30]1[CH:29]=[CH:28][CH:27]=[C:26]([C:23](=[O:25])[CH3:24])[CH:31]=1.